From a dataset of Catalyst prediction with 721,799 reactions and 888 catalyst types from USPTO. Predict which catalyst facilitates the given reaction. Reactant: [NH2:1][CH:2]([CH:23]1[CH2:25][CH2:24]1)[C:3]([NH:5][CH2:6][C:7]1[CH:8]=[C:9]([C:13]2[CH:18]=[CH:17][C:16]([C:19]([F:22])([F:21])[F:20])=[CH:15][CH:14]=2)[CH:10]=[CH:11][CH:12]=1)=[O:4].C(N(CC)CC)C.[F:33][C:34]1[CH:39]=[CH:38][C:37]([S:40](Cl)(=[O:42])=[O:41])=[CH:36][CH:35]=1.C(OCC)(=O)C. Product: [CH:23]1([CH:2]([NH:1][S:40]([C:37]2[CH:38]=[CH:39][C:34]([F:33])=[CH:35][CH:36]=2)(=[O:42])=[O:41])[C:3]([NH:5][CH2:6][C:7]2[CH:8]=[C:9]([C:13]3[CH:18]=[CH:17][C:16]([C:19]([F:20])([F:21])[F:22])=[CH:15][CH:14]=3)[CH:10]=[CH:11][CH:12]=2)=[O:4])[CH2:24][CH2:25]1. The catalyst class is: 2.